Dataset: Full USPTO retrosynthesis dataset with 1.9M reactions from patents (1976-2016). Task: Predict the reactants needed to synthesize the given product. (1) Given the product [CH:1]1([S:4]([C:7]2[CH:8]=[CH:9][C:10]([CH:13]([C:21]3[NH:25][C:24]([C:26]4[N:31]=[CH:30][C:29]([CH2:56][C:55]([O:54][CH3:58])=[O:41])=[CH:28][CH:27]=4)=[CH:23][CH:22]=3)[CH2:14][CH:15]3[CH2:20][CH2:19][O:18][CH2:17][CH2:16]3)=[CH:11][CH:12]=2)(=[O:6])=[O:5])[CH2:2][CH2:3]1, predict the reactants needed to synthesize it. The reactants are: [CH:1]1([S:4]([C:7]2[CH:12]=[CH:11][C:10]([CH:13]([C:21]3[NH:25][C:24]([C:26]4[N:31]=[CH:30][C:29](C=O)=[CH:28][CH:27]=4)=[CH:23][CH:22]=3)[CH2:14][CH:15]3[CH2:20][CH2:19][O:18][CH2:17][CH2:16]3)=[CH:9][CH:8]=2)(=[O:6])=[O:5])[CH2:3][CH2:2]1.CS(CSC)=O.C[OH:41].[OH-].C([N+](C)(C)C)C1C=CC=CC=1.[O:54]1[CH2:58]C[CH2:56][CH2:55]1. (2) Given the product [C:33]([C@H:31]([OH:32])[C@@H:29]([OH:30])[C:28]([O-:37])=[O:36])([OH:35])=[O:34].[C:1]12([C:11]3[CH:27]=[CH:26][C:14]([O:15][CH2:16][C:17]([N:19]4[CH2:24][CH2:23][NH+:22]([CH3:25])[CH2:21][CH2:20]4)=[O:18])=[CH:13][CH:12]=3)[CH2:10][CH:5]3[CH2:6][CH:7]([CH2:9][CH:3]([CH2:4]3)[CH2:2]1)[CH2:8]2, predict the reactants needed to synthesize it. The reactants are: [C:1]12([C:11]3[CH:27]=[CH:26][C:14]([O:15][CH2:16][C:17]([N:19]4[CH2:24][CH2:23][N:22]([CH3:25])[CH2:21][CH2:20]4)=[O:18])=[CH:13][CH:12]=3)[CH2:10][CH:5]3[CH2:6][CH:7]([CH2:9][CH:3]([CH2:4]3)[CH2:2]1)[CH2:8]2.[C:28]([OH:37])(=[O:36])[C@@H:29]([C@H:31]([C:33]([OH:35])=[O:34])[OH:32])[OH:30]. (3) Given the product [CH3:58][C:54]1[N:53]=[C:52]([C:39]2[C:22]3[C:23]([NH:25][CH2:26][C:27]4[CH:32]=[CH:31][CH:30]=[CH:29][C:28]=4[N:33]([CH3:38])[S:34]([CH3:37])(=[O:35])=[O:36])=[N:24][C:19]([C:4]4[CH:5]=[C:6]([F:18])[C:7]([OH:9])=[CH:8][C:3]=4[CH2:1][CH3:2])=[CH:20][C:21]=3[NH:41][N:40]=2)[NH:56][C:55]=1[CH3:57], predict the reactants needed to synthesize it. The reactants are: [CH2:1]([C:3]1[CH:8]=[C:7]([O:9]COCC[Si](C)(C)C)[C:6]([F:18])=[CH:5][C:4]=1[C:19]1[N:24]=[C:23]([NH:25][CH2:26][C:27]2[CH:32]=[CH:31][CH:30]=[CH:29][C:28]=2[N:33]([CH3:38])[S:34]([CH3:37])(=[O:36])=[O:35])[C:22]2[C:39](I)=[N:40][N:41](COCC[Si](C)(C)C)[C:21]=2[CH:20]=1)[CH3:2].Br[C:52]1[N:53](COCC[Si](C)(C)C)[C:54]([CH3:58])=[C:55]([CH3:57])[N:56]=1. (4) Given the product [C:10]1([C:16]2([C:19]3[N:24]=[C:23]4[S:25][C:26]([C:28]5[CH:35]=[CH:34][C:31]([CH:32]=[O:37])=[CH:30][CH:29]=5)=[N:27][C:22]4=[CH:21][CH:20]=3)[CH2:18][CH2:17]2)[CH:15]=[CH:14][CH:13]=[CH:12][CH:11]=1, predict the reactants needed to synthesize it. The reactants are: CC(C[AlH]CC(C)C)C.[C:10]1([C:16]2([C:19]3[N:24]=[C:23]4[S:25][C:26]([C:28]5[CH:35]=[CH:34][C:31]([C:32]#N)=[CH:30][CH:29]=5)=[N:27][C:22]4=[CH:21][CH:20]=3)[CH2:18][CH2:17]2)[CH:15]=[CH:14][CH:13]=[CH:12][CH:11]=1.C(C(C(C([O-])=O)O)O)([O-])=[O:37]. (5) Given the product [F:35][CH:33]([F:34])[C:15]1[N:14]([C:4]2[N:3]=[C:2]([N:43]3[CH2:44][CH2:45][N:40]([S:37]([CH3:36])(=[O:39])=[O:38])[CH2:41][CH2:42]3)[N:7]=[C:6]([N:8]3[CH2:9][CH2:10][O:11][CH2:12][CH2:13]3)[N:5]=2)[C:18]2[CH:19]=[C:20]([NH:25][C:26](=[O:32])[O:27][C:28]([CH3:29])([CH3:31])[CH3:30])[CH:21]=[C:22]([O:23][CH3:24])[C:17]=2[N:16]=1, predict the reactants needed to synthesize it. The reactants are: Cl[C:2]1[N:7]=[C:6]([N:8]2[CH2:13][CH2:12][O:11][CH2:10][CH2:9]2)[N:5]=[C:4]([N:14]2[C:18]3[CH:19]=[C:20]([NH:25][C:26](=[O:32])[O:27][C:28]([CH3:31])([CH3:30])[CH3:29])[CH:21]=[C:22]([O:23][CH3:24])[C:17]=3[N:16]=[C:15]2[CH:33]([F:35])[F:34])[N:3]=1.[CH3:36][S:37]([N:40]1[CH2:45][CH2:44][NH:43][CH2:42][CH2:41]1)(=[O:39])=[O:38].CCN(C(C)C)C(C)C. (6) Given the product [CH2:12]([O:9][C:3]1[C:4](=[O:5])[CH:6]=[CH:7][O:8][C:2]=1[CH3:1])[C:13]1[CH:18]=[CH:17][CH:16]=[CH:15][CH:14]=1, predict the reactants needed to synthesize it. The reactants are: [CH3:1][C:2]1[O:8][CH:7]=[CH:6][C:4](=[O:5])[C:3]=1[OH:9].[OH-].[Na+].[CH2:12](Cl)[C:13]1[CH:18]=[CH:17][CH:16]=[CH:15][CH:14]=1.